This data is from Reaction yield outcomes from USPTO patents with 853,638 reactions. The task is: Predict the reaction yield, written as a fraction of the theoretical maximum amount of product (1.0 means a 100% yield; for example, 0.34 means a 34% yield). (1) The catalyst is C1COCC1. The reactants are [F:1][C:2]([F:26])([F:25])[O:3][C:4]1[CH:9]=[CH:8][C:7]([N:10]2[CH:14]=[N:13][C:12]([C:15]3[CH:20]=[CH:19][C:18]([CH:21]4[CH2:23][CH:22]4[NH2:24])=[CH:17][CH:16]=3)=[N:11]2)=[CH:6][CH:5]=1.CCN(CC)CC.[C:34]1([N:40]=[C:41]=[S:42])[CH:39]=[CH:38][CH:37]=[CH:36][CH:35]=1. The yield is 0.330. The product is [C:34]1([NH:40][C:41]([NH:24][CH:22]2[CH2:23][CH:21]2[C:18]2[CH:19]=[CH:20][C:15]([C:12]3[N:13]=[CH:14][N:10]([C:7]4[CH:6]=[CH:5][C:4]([O:3][C:2]([F:1])([F:25])[F:26])=[CH:9][CH:8]=4)[N:11]=3)=[CH:16][CH:17]=2)=[S:42])[CH:39]=[CH:38][CH:37]=[CH:36][CH:35]=1. (2) The product is [CH3:13][C@@H:14]1[CH2:19][CH:18]([O:20][N:21]2[C:26](=[O:27])[C:25]([CH2:28][C:29]3[CH:34]=[CH:33][C:32]([C:35]4[CH:40]=[CH:39][CH:38]=[CH:37][C:36]=4[C:41]4[NH:3][C:4](=[O:7])[O:5][N:42]=4)=[CH:31][CH:30]=3)=[C:24]([CH2:43][CH2:44][CH3:45])[N:23]=[C:22]2[CH3:46])[CH2:17][C@H:16]([CH3:47])[O:15]1. The reactants are [Cl-].O[NH3+:3].[C:4](=[O:7])([O-])[OH:5].[Na+].CS(C)=O.[CH3:13][C@@H:14]1[CH2:19][CH:18]([O:20][N:21]2[C:26](=[O:27])[C:25]([CH2:28][C:29]3[CH:34]=[CH:33][C:32]([C:35]4[C:36]([C:41]#[N:42])=[CH:37][CH:38]=[CH:39][CH:40]=4)=[CH:31][CH:30]=3)=[C:24]([CH2:43][CH2:44][CH3:45])[N:23]=[C:22]2[CH3:46])[CH2:17][C@H:16]([CH3:47])[O:15]1. The yield is 0.350. The catalyst is O. (3) The catalyst is CO. The yield is 0.870. The reactants are [NH:1]1[C:9]2[C:4](=[CH:5][CH:6]=[CH:7][CH:8]=2)[CH:3]=[CH:2]1.Cl.O.[NH:12]1[CH2:17][CH2:16][C:15](=O)[CH2:14][CH2:13]1.[OH-].[K+].O. The product is [NH:12]1[CH2:13][CH:14]=[C:15]([C:3]2[C:4]3[C:9](=[CH:8][CH:7]=[CH:6][CH:5]=3)[NH:1][CH:2]=2)[CH2:16][CH2:17]1. (4) The reactants are Cl.[CH:2]([N:5]1[C:9]([C:10]2[N:19]=[C:18]3[N:12]([CH2:13][CH2:14][O:15][C:16]4[CH:23]=[C:22]([C@@H:24]5[CH2:29][CH2:28][NH:27][CH2:26][C@H:25]5[OH:30])[CH:21]=[CH:20][C:17]=43)[CH:11]=2)=[N:8][CH:7]=[N:6]1)([CH3:4])[CH3:3].[CH3:31][N:32]([CH3:37])[C:33](=[O:36])[CH2:34]Cl. No catalyst specified. The product is [OH:30][C@H:25]1[C@H:24]([C:22]2[CH:21]=[CH:20][C:17]3[C:18]4[N:12]([CH:11]=[C:10]([C:9]5[N:5]([CH:2]([CH3:4])[CH3:3])[N:6]=[CH:7][N:8]=5)[N:19]=4)[CH2:13][CH2:14][O:15][C:16]=3[CH:23]=2)[CH2:29][CH2:28][N:27]([CH2:34][C:33]([N:32]([CH3:37])[CH3:31])=[O:36])[CH2:26]1. The yield is 0.800. (5) The reactants are [NH2:1][C:2]1[CH:7]=[CH:6][C:5]([C:8]2[C:9]([NH2:24])=[N:10][C:11]([NH2:23])=[N:12][C:13]=2[CH2:14][O:15][CH2:16][C:17]2[CH:22]=[CH:21][CH:20]=[CH:19][CH:18]=2)=[CH:4][CH:3]=1.[Cl:25][C:26]1[CH:34]=[CH:33][C:29]([C:30](O)=[O:31])=[CH:28][CH:27]=1.CN(C(ON1N=NC2C=CC=CC1=2)=[N+](C)C)C.[B-](F)(F)(F)F.CCN(CC)CC. The catalyst is CN(C=O)C. The product is [Cl:25][C:26]1[CH:34]=[CH:33][C:29]([C:30]([NH:1][C:2]2[CH:7]=[CH:6][C:5]([C:8]3[C:9]([NH2:24])=[N:10][C:11]([NH2:23])=[N:12][C:13]=3[CH2:14][O:15][CH2:16][C:17]3[CH:22]=[CH:21][CH:20]=[CH:19][CH:18]=3)=[CH:4][CH:3]=2)=[O:31])=[CH:28][CH:27]=1. The yield is 0.350. (6) The reactants are C1COC2C=CC(NC3C(F)=CN=C(NC4C=CC=C(O)C=4)N=3)=CC=2O1.[NH2:27][C:28]1[CH:29]=[C:30]([CH:33]=[CH:34][CH:35]=1)[C:31]#[N:32].[Cl:36][C:37]1[N:42]=[C:41](Cl)[C:40]([F:44])=[CH:39][N:38]=1. No catalyst specified. The product is [Cl:36][C:37]1[N:42]=[C:41]([NH:27][C:28]2[CH:35]=[CH:34][CH:33]=[C:30]([C:31]#[N:32])[CH:29]=2)[C:40]([F:44])=[CH:39][N:38]=1. The yield is 0.860. (7) The reactants are [F:1][C:2]1[CH:7]=[CH:6][C:5]([NH:8][CH:9]([C:11]2[CH:12]=[C:13]([C:28](O)=[O:29])[CH:14]=[C:15]3[C:20]=2[O:19][C:18]([N:21]2[CH2:26][CH2:25][O:24][CH2:23][CH2:22]2)=[CH:17][C:16]3=[O:27])[CH3:10])=[CH:4][CH:3]=1.[CH3:31][NH:32][CH3:33]. No catalyst specified. The product is [F:1][C:2]1[CH:3]=[CH:4][C:5]([NH:8][CH:9]([C:11]2[CH:12]=[C:13]([C:28]([N:32]([CH3:33])[CH3:31])=[O:29])[CH:14]=[C:15]3[C:20]=2[O:19][C:18]([N:21]2[CH2:22][CH2:23][O:24][CH2:25][CH2:26]2)=[CH:17][C:16]3=[O:27])[CH3:10])=[CH:6][CH:7]=1. The yield is 0.607.